Dataset: Retrosynthesis with 50K atom-mapped reactions and 10 reaction types from USPTO. Task: Predict the reactants needed to synthesize the given product. (1) The reactants are: NCCP(=O)(O)O.O=C(Cl)OCc1ccccc1. Given the product O=C(NCCP(=O)(O)O)OCc1ccccc1, predict the reactants needed to synthesize it. (2) Given the product NCCCN1CC=C(c2ccc(Cl)cc2)CC1, predict the reactants needed to synthesize it. The reactants are: O=C(NCCCN1CC=C(c2ccc(Cl)cc2)CC1)C(F)(F)F. (3) Given the product CCC(=O)c1ccc(-c2ccc(Cc3nc(-c4ccc(Cl)cc4Cl)cn3-c3ccc(NCC(=O)OC)cc3)cc2)cc1, predict the reactants needed to synthesize it. The reactants are: CCC(=O)c1ccc(B(O)O)cc1.COC(=O)CNc1ccc(-n2cc(-c3ccc(Cl)cc3Cl)nc2Cc2ccc(Br)cc2)cc1. (4) Given the product COc1ccc(-c2ncc3n2CN(C(C)=O)c2ccccc2-3)cc1, predict the reactants needed to synthesize it. The reactants are: CC(=O)Cl.COc1ccc(-c2ncc3n2CNc2ccccc2-3)cc1. (5) Given the product OCc1cn2c(n1)sc1cc(F)ccc12, predict the reactants needed to synthesize it. The reactants are: CCOC(=O)c1cn2c(n1)sc1cc(F)ccc12.